This data is from Full USPTO retrosynthesis dataset with 1.9M reactions from patents (1976-2016). The task is: Predict the reactants needed to synthesize the given product. (1) Given the product [O:17]=[C:13]1[CH2:12][CH2:11][CH2:10][C:9]2[CH:8]=[C:7]([C:20]#[N:21])[CH:16]=[CH:15][C:14]1=2, predict the reactants needed to synthesize it. The reactants are: FC(F)(F)S(O[C:7]1[CH:16]=[CH:15][C:14]2[C:13](=[O:17])[CH2:12][CH2:11][CH2:10][C:9]=2[CH:8]=1)(=O)=O.[CH3:20][N:21](C)C=O. (2) Given the product [CH3:1][C:2]1[CH:3]=[CH:4][CH:5]=[C:6]2[C:11]=1[CH:10]([CH2:12][OH:13])[CH2:9][CH2:8][CH2:7]2, predict the reactants needed to synthesize it. The reactants are: [CH3:1][C:2]1[CH:3]=[CH:4][CH:5]=[C:6]2[C:11]=1[CH:10]([C:12](O)=[O:13])[CH2:9][CH2:8][CH2:7]2.ClCCl. (3) The reactants are: [CH:1]1([CH2:5][N:6]2[C:10]3[CH:11]=[CH:12][C:13]([N+:15]([O-])=O)=[CH:14][C:9]=3[N:8]=[N:7]2)[CH2:4][CH2:3][CH2:2]1. Given the product [CH:1]1([CH2:5][N:6]2[C:10]3[CH:11]=[CH:12][C:13]([NH2:15])=[CH:14][C:9]=3[N:8]=[N:7]2)[CH2:2][CH2:3][CH2:4]1, predict the reactants needed to synthesize it. (4) Given the product [CH3:10][O:9][C:4]1[CH:3]=[C:2]([CH2:11][C:12](=[O:13])[CH3:14])[CH:7]=[CH:6][C:5]=1[CH3:8], predict the reactants needed to synthesize it. The reactants are: Br[C:2]1[CH:7]=[CH:6][C:5]([CH3:8])=[C:4]([O:9][CH3:10])[CH:3]=1.[CH3:11][C:12]([CH3:14])=[O:13].C1(P(C2C=CC=CC=2)C2C3OC4C(=CC=CC=4P(C4C=CC=CC=4)C4C=CC=CC=4)C(C)(C)C=3C=CC=2)C=CC=CC=1.C(=O)([O-])[O-].[Cs+].[Cs+]. (5) Given the product [Cl:13][C:14]1[C:15]([O:23][B:22]([OH:31])[OH:27])=[CH:16][C:17]([O:20][CH3:21])=[N:18][CH:19]=1, predict the reactants needed to synthesize it. The reactants are: C([Li])CCC.C(NC(C)C)(C)C.[Cl:13][C:14]1[CH:15]=[CH:16][C:17]([O:20][CH3:21])=[N:18][CH:19]=1.[B:22]([O:31]C(C)C)([O:27]C(C)C)[O:23]C(C)C.[OH-].[Na+].